Dataset: Forward reaction prediction with 1.9M reactions from USPTO patents (1976-2016). Task: Predict the product of the given reaction. (1) Given the reactants [Cl:1][C:2]1[CH:3]=[CH:4][C:5]2[N:9]=[C:8]([C:10]3[CH:11]=[CH:12][C:13]([N:16]4[CH2:21][CH2:20][CH:19]([CH2:22][O:23][C:24]5[CH:33]=[CH:32][C:27]([C:28]([O:30]C)=[O:29])=[CH:26][CH:25]=5)[CH2:18][CH2:17]4)=[N:14][CH:15]=3)[NH:7][C:6]=2[CH:34]=1.[OH-].[Li+].C1COCC1.CO, predict the reaction product. The product is: [Cl:1][C:2]1[CH:3]=[CH:4][C:5]2[N:9]=[C:8]([C:10]3[CH:11]=[CH:12][C:13]([N:16]4[CH2:17][CH2:18][CH:19]([CH2:22][O:23][C:24]5[CH:25]=[CH:26][C:27]([C:28]([OH:30])=[O:29])=[CH:32][CH:33]=5)[CH2:20][CH2:21]4)=[N:14][CH:15]=3)[NH:7][C:6]=2[CH:34]=1. (2) Given the reactants [CH:1]1([CH2:7][C@H:8]([N:12]2[CH2:16][C:15]([O:17][C:18]3[CH:23]=[CH:22][CH:21]=[CH:20][C:19]=3[S:24][CH3:25])=[CH:14][C:13]2=[O:26])[C:9]([OH:11])=O)[CH2:6][CH2:5][CH2:4][CH2:3][CH2:2]1.Cl.[CH3:28]N(C)CCCN=C=NCC.C(N(CC)C(C)C)(C)C.ON1C2C=CC=CC=2N=N1.Cl.[OH:59][C@@H:60]([CH2:90]O)[CH2:61][N:62]1[CH:66]=[CH:65][C:64]([NH:67]C(=O)[C@@H](N2CC(OC3C=CC=C(Cl)C=3Cl)=CC2=O)CC(C)C)=[N:63]1, predict the reaction product. The product is: [CH:1]1([CH2:7][C@H:8]([N:12]2[CH2:16][C:15]([O:17][C:18]3[CH:23]=[CH:22][CH:21]=[CH:20][C:19]=3[S:24][CH3:25])=[CH:14][C:13]2=[O:26])[C:9]([NH:67][C:64]2[CH:65]=[CH:66][N:62]([CH2:61][C:60]([OH:59])([CH3:90])[CH3:28])[N:63]=2)=[O:11])[CH2:6][CH2:5][CH2:4][CH2:3][CH2:2]1. (3) Given the reactants C([O:8][C:9]1[CH:10]=[CH:11][C:12]([CH2:15][CH:16]([NH:33][C:34](=[O:40])[O:35][C:36]([CH3:39])([CH3:38])[CH3:37])[C:17]([NH:19][C:20]2[CH:25]=[CH:24][C:23]([CH2:26][CH2:27][CH2:28][C:29]([NH:31][OH:32])=[O:30])=[CH:22][CH:21]=2)=[O:18])=[N:13][CH:14]=1)C1C=CC=CC=1, predict the reaction product. The product is: [C:36]([O:35][C:34](=[O:40])[NH:33][CH:16]([CH2:15][C:12]1[CH:11]=[CH:10][C:9]([OH:8])=[CH:14][N:13]=1)[C:17]([NH:19][C:20]1[CH:21]=[CH:22][C:23]([CH2:26][CH2:27][CH2:28][C:29]([NH:31][OH:32])=[O:30])=[CH:24][CH:25]=1)=[O:18])([CH3:39])([CH3:37])[CH3:38]. (4) Given the reactants [NH2:1][CH2:2][CH2:3][C:4]1[CH:9]=[CH:8][C:7]([OH:10])=[CH:6][CH:5]=1.[C:11](O[C:11]([O:13][C:14]([CH3:17])([CH3:16])[CH3:15])=[O:12])([O:13][C:14]([CH3:17])([CH3:16])[CH3:15])=[O:12].C(=O)(O)[O-].[Na+], predict the reaction product. The product is: [OH:10][C:7]1[CH:8]=[CH:9][C:4]([CH2:3][CH2:2][NH:1][C:11](=[O:12])[O:13][C:14]([CH3:17])([CH3:16])[CH3:15])=[CH:5][CH:6]=1. (5) Given the reactants [NH2:1][C:2]1[S:3][C:4]([C:10]2[C:15]([F:16])=[CH:14][C:13]([C:17]([OH:20])([CH3:19])[CH3:18])=[CH:12][C:11]=2[F:21])=[CH:5][C:6]=1[C:7]([NH2:9])=[O:8].Cl[C:23]1[N:28]=[C:27]([CH3:29])[C:26]([CH2:30][O:31][CH2:32][CH2:33][N:34]2[CH2:39][CH2:38][O:37][CH2:36][C:35]2=[O:40])=[CH:25][CH:24]=1, predict the reaction product. The product is: [F:16][C:15]1[CH:14]=[C:13]([C:17]([OH:20])([CH3:18])[CH3:19])[CH:12]=[C:11]([F:21])[C:10]=1[C:4]1[S:3][C:2]([NH:1][C:23]2[CH:24]=[CH:25][C:26]([CH2:30][O:31][CH2:32][CH2:33][N:34]3[CH2:39][CH2:38][O:37][CH2:36][C:35]3=[O:40])=[C:27]([CH3:29])[N:28]=2)=[C:6]([C:7]([NH2:9])=[O:8])[CH:5]=1. (6) Given the reactants [CH2:1]([O:8][N:9]([C:22](=[O:29])[CH2:23][C:24]([O:26][CH2:27][CH3:28])=[O:25])[C:10]1[C:15]([C:16]([O:18]CC)=O)=[C:14]([CH3:21])[N:13]=[CH:12][N:11]=1)[C:2]1[CH:7]=[CH:6][CH:5]=[CH:4][CH:3]=1.[O-]CC.[Na+].Cl, predict the reaction product. The product is: [CH2:1]([O:8][N:9]1[C:10]2[N:11]=[CH:12][N:13]=[C:14]([CH3:21])[C:15]=2[C:16]([OH:18])=[C:23]([C:24]([O:26][CH2:27][CH3:28])=[O:25])[C:22]1=[O:29])[C:2]1[CH:7]=[CH:6][CH:5]=[CH:4][CH:3]=1. (7) Given the reactants [CH3:1][O:2][C:3](=[O:34])[CH2:4][C@H:5]1[C:9]2[CH:10]=[CH:11][C:12]([O:14][C@H:15]3[C:23]4[C:18](=[C:19](B5OC(C)(C)C(C)(C)O5)[CH:20]=[CH:21][C:22]=4[F:24])[CH2:17][CH2:16]3)=[CH:13][C:8]=2[O:7][CH2:6]1.Br[C:36]1[C:41]([CH3:42])=[CH:40][C:39]([C:43]2[CH:48]=[N:47][CH:46]=[C:45]([CH3:49])[N:44]=2)=[CH:38][C:37]=1[CH3:50].BrC1C=CC(F)=C2C=1CC[C@H]2OC1C=CC2[C@H](CC(OC)=O)COC=2C=1, predict the reaction product. The product is: [CH3:1][O:2][C:3](=[O:34])[CH2:4][C@H:5]1[C:9]2[CH:10]=[CH:11][C:12]([O:14][C@H:15]3[C:23]4[C:18](=[C:19]([C:36]5[C:37]([CH3:50])=[CH:38][C:39]([C:43]6[CH:48]=[N:47][CH:46]=[C:45]([CH3:49])[N:44]=6)=[CH:40][C:41]=5[CH3:42])[CH:20]=[CH:21][C:22]=4[F:24])[CH2:17][CH2:16]3)=[CH:13][C:8]=2[O:7][CH2:6]1. (8) Given the reactants [CH:1]([CH:4]1[C:9]2=[CH:10][C:11]3[CH:12]=[CH:13][C:14]([S:17][CH3:18])=[CH:15][C:16]=3[N:8]2[CH2:7][CH2:6][NH:5]1)([CH3:3])[CH3:2].Cl[C:20]1[N:25]=[C:24]([C:26]([F:29])([F:28])[F:27])[CH:23]=[CH:22][N:21]=1.CCN(C(C)C)C(C)C, predict the reaction product. The product is: [CH:1]([CH:4]1[C:9]2=[CH:10][C:11]3[CH:12]=[CH:13][C:14]([S:17][CH3:18])=[CH:15][C:16]=3[N:8]2[CH2:7][CH2:6][N:5]1[C:20]1[N:25]=[C:24]([C:26]([F:29])([F:28])[F:27])[CH:23]=[CH:22][N:21]=1)([CH3:3])[CH3:2].